Dataset: Catalyst prediction with 721,799 reactions and 888 catalyst types from USPTO. Task: Predict which catalyst facilitates the given reaction. Reactant: [OH:1][C:2]1[CH:11]=[C:10]2[C:5]([CH2:6][CH2:7][C:8](=[O:12])[NH:9]2)=[CH:4][CH:3]=1.Br[CH2:14][CH2:15][CH2:16][CH2:17][Cl:18].C(=O)([O-])[O-].[K+].[K+].[OH-].[Na+]. Product: [Cl:18][CH2:17][CH2:16][CH2:15][CH2:14][O:1][C:2]1[CH:11]=[C:10]2[C:5]([CH2:6][CH2:7][C:8](=[O:12])[NH:9]2)=[CH:4][CH:3]=1. The catalyst class is: 41.